The task is: Predict the reaction yield, written as a fraction of the theoretical maximum amount of product (1.0 means a 100% yield; for example, 0.34 means a 34% yield).. This data is from Reaction yield outcomes from USPTO patents with 853,638 reactions. (1) The reactants are [CH2:1]([C:4]1([S:7]([NH:10][C:11]2[C:19]([NH:20][C:21]3[CH:26]=[CH:25][C:24]([Br:27])=[CH:23][C:22]=3[Cl:28])=[C:18]([F:29])[C:14]3[N:15]=[CH:16][O:17][C:13]=3[CH:12]=2)(=[O:9])=[O:8])[CH2:6][CH2:5]1)[CH:2]=[CH2:3].C[N+]1([O-])CC[O:34]CC1.[OH2:38]. The catalyst is C1COCC1.[Os](=O)(=O)(=O)=O. The product is [OH:38][CH:2]([CH2:3][OH:34])[CH2:1][C:4]1([S:7]([NH:10][C:11]2[C:19]([NH:20][C:21]3[CH:26]=[CH:25][C:24]([Br:27])=[CH:23][C:22]=3[Cl:28])=[C:18]([F:29])[C:14]3[N:15]=[CH:16][O:17][C:13]=3[CH:12]=2)(=[O:9])=[O:8])[CH2:6][CH2:5]1. The yield is 0.282. (2) The reactants are Cl[C:2]1[N:7]=[C:6]([C:8]2[CH:13]=[CH:12][C:11]([Cl:14])=[C:10]([Cl:15])[CH:9]=2)[C:5]([Cl:16])=[CH:4][N:3]=1.CN(C)C.C1(C)C=CC=CC=1.[F:28][C:29]([F:39])([F:38])[C:30]1[CH:31]=[C:32]([OH:37])[CH:33]=[CH:34][C:35]=1[F:36]. The catalyst is C1(C)C=CC=CC=1.O. The product is [F:39][C:29]([F:28])([F:38])[C:30]1[CH:31]=[C:32]([CH:33]=[CH:34][C:35]=1[F:36])[O:37][C:2]1[N:7]=[C:6]([C:8]2[CH:13]=[CH:12][C:11]([Cl:14])=[C:10]([Cl:15])[CH:9]=2)[C:5]([Cl:16])=[CH:4][N:3]=1. The yield is 0.703. (3) The reactants are C1([O:7][C:8](=O)[NH:9][C:10]2[CH:15]=[CH:14][C:13]([O:16][C:17]3[C:26]4[C:21](=[CH:22][C:23]([O:29][CH3:30])=[C:24]([O:27][CH3:28])[CH:25]=4)[N:20]=[CH:19][CH:18]=3)=[CH:12][CH:11]=2)C=CC=CC=1.[NH2:32][C:33]1[S:34][CH:35]=[CH:36][N:37]=1.C(OCC)(=O)C.O. The catalyst is CS(C)=O.CO. The yield is 0.710. The product is [CH3:28][O:27][C:24]1[CH:25]=[C:26]2[C:21](=[CH:22][C:23]=1[O:29][CH3:30])[N:20]=[CH:19][CH:18]=[C:17]2[O:16][C:13]1[CH:14]=[CH:15][C:10]([NH:9][C:8]([NH:32][C:33]2[S:34][CH:35]=[CH:36][N:37]=2)=[O:7])=[CH:11][CH:12]=1. (4) The reactants are [CH3:1][O:2][C:3]1[CH:9]=[C:8](B2OC(C)(C)C(C)(C)O2)[CH:7]=[CH:6][C:4]=1[NH2:5].I[C:20]1[CH:21]=[N:22][N:23]([CH2:25][CH2:26][N:27]2[CH2:32][CH2:31][N:30]([CH3:33])[CH2:29][CH2:28]2)[CH:24]=1.C(Cl)Cl.C(=O)([O-])[O-].[Na+].[Na+]. The catalyst is C1COCC1.O.C1C=CC(P(C2C=CC=CC=2)[C-]2C=CC=C2)=CC=1.C1C=CC(P(C2C=CC=CC=2)[C-]2C=CC=C2)=CC=1.Cl[Pd]Cl.[Fe+2]. The product is [CH3:1][O:2][C:3]1[CH:9]=[C:8]([C:20]2[CH:21]=[N:22][N:23]([CH2:25][CH2:26][N:27]3[CH2:28][CH2:29][N:30]([CH3:33])[CH2:31][CH2:32]3)[CH:24]=2)[CH:7]=[CH:6][C:4]=1[NH2:5]. The yield is 0.350. (5) The reactants are [H-].[Na+].Cl[C:4]1[CH:9]=[CH:8][N:7]=[C:6]2[O:10][C:11]3([CH:17]4[CH2:18][CH2:19][N:14]([CH2:15][CH2:16]4)[CH2:13]3)[CH2:12][C:5]=12.[C:20]1([SH:26])[CH:25]=[CH:24][CH:23]=[CH:22][CH:21]=1.CO. The catalyst is O1CCOCC1.O. The product is [C:20]1([S:26][C:4]2[CH:9]=[CH:8][N:7]=[C:6]3[O:10][C:11]4([CH:17]5[CH2:18][CH2:19][N:14]([CH2:15][CH2:16]5)[CH2:13]4)[CH2:12][C:5]=23)[CH:25]=[CH:24][CH:23]=[CH:22][CH:21]=1. The yield is 0.520. (6) The reactants are [CH:1]1([C:7]2[C:15]3[C:10](=[N:11][C:12]([C:16]([O:18][CH2:19][CH3:20])=[O:17])=[CH:13][CH:14]=3)[N:9]([CH2:21][C:22]([O:24][CH2:25][CH3:26])=[O:23])[CH:8]=2)[CH2:6][CH2:5][CH2:4][CH2:3][CH2:2]1.[Br:27]N1C(=O)CCC1=O. The catalyst is C(Cl)(Cl)(Cl)Cl. The product is [Br:27][C:8]1[N:9]([CH2:21][C:22]([O:24][CH2:25][CH3:26])=[O:23])[C:10]2=[N:11][C:12]([C:16]([O:18][CH2:19][CH3:20])=[O:17])=[CH:13][CH:14]=[C:15]2[C:7]=1[CH:1]1[CH2:2][CH2:3][CH2:4][CH2:5][CH2:6]1. The yield is 0.640. (7) The reactants are C(N(C(C)C)CC)(C)C.[NH2:10][C:11]1[CH:19]=[CH:18][CH:17]=[C:16]([Cl:20])[C:12]=1[C:13]([OH:15])=[O:14].[C:21]1([C:31](Cl)=O)[C:30]2[C:25](=[CH:26][CH:27]=[CH:28][CH:29]=2)[CH:24]=[CH:23][CH:22]=1.CN(C(ON1N=NC2C=CC=NC1=2)=[N+](C)C)C.F[P-](F)(F)(F)(F)F. No catalyst specified. The product is [Cl:20][C:16]1[C:12]2[C:13](=[O:15])[O:14][C:31]([C:21]3[C:30]4[C:25](=[CH:26][CH:27]=[CH:28][CH:29]=4)[CH:24]=[CH:23][CH:22]=3)=[N:10][C:11]=2[CH:19]=[CH:18][CH:17]=1. The yield is 0.980. (8) The reactants are Br[C:2]1[N:3]=[C:4]2[N:11]([CH:12]3[CH2:17][CH2:16][O:15][CH2:14][CH2:13]3)[CH2:10][C:9](=[O:18])[NH:8][C:5]2=[N:6][CH:7]=1.Br[C:20]1[C:21]([NH:27][C:28](=O)CI)=[N:22][CH:23]=[C:24](Br)[N:25]=1.[CH:32](N(C(C)C)CC)(C)[CH3:33].O1CCC([NH2:47])CC1. The catalyst is C(#N)C. The product is [NH:47]1[CH:28]=[N:27][C:21]([C:20]2[N:25]=[CH:24][C:23]([C:2]3[N:3]=[C:4]4[N:11]([CH:12]5[CH2:17][CH2:16][O:15][CH2:14][CH2:13]5)[CH2:10][C:9](=[O:18])[NH:8][C:5]4=[N:6][CH:7]=3)=[CH:33][CH:32]=2)=[N:22]1. The yield is 0.400. (9) The reactants are ClCCl.[NH:4]1[C:14]2[C:9](=[CH:10][CH:11]=[CH:12][CH:13]=2)[C:7](=[O:8])[C:5]1=[O:6].[S:15]1[CH:19]=[CH:18][C:17](B(O)O)=[CH:16]1.C(N(CC)CC)C. The catalyst is C(OC(=O)C)(=O)C.C(N(CC)CC)C.O.C([O-])(=O)C.[Cu+2].C([O-])(=O)C.C([O-])(=O)C.[Cu+2].C([O-])(=O)C. The product is [S:15]1[CH:19]=[CH:18][C:17]([N:4]2[C:14]3[C:9](=[CH:10][CH:11]=[CH:12][CH:13]=3)[C:7](=[O:8])[C:5]2=[O:6])=[CH:16]1. The yield is 0.330. (10) The reactants are CS[C:3]1[O:4][C:5]2[CH:11]=[CH:10][C:9]([N+:12]([O-:14])=[O:13])=[CH:8][C:6]=2[N:7]=1.[NH2:15][C:16]1[CH:21]=[C:20]([N+:22]([O-])=O)[CH:19]=[CH:18]C=1O.Cl.[C:27](OCC)(=O)[CH3:28]. No catalyst specified. The product is [N+:12]([C:9]1[CH:10]=[CH:11][C:5]2[O:4][C:3]([N:22]3[CH:20]4[CH2:21][CH2:16][N:15]([CH2:18][CH2:19]4)[CH2:28][CH2:27]3)=[N:7][C:6]=2[CH:8]=1)([O-:14])=[O:13]. The yield is 0.360.